This data is from Catalyst prediction with 721,799 reactions and 888 catalyst types from USPTO. The task is: Predict which catalyst facilitates the given reaction. (1) Reactant: C(OC(=O)[NH:7][CH:8]([C:16](=[O:50])[NH:17][CH:18]([C:20](=[O:49])[NH:21][CH:22]([CH2:39][C:40]1[CH:45]=[C:44]([F:46])[C:43]([F:47])=[CH:42][C:41]=1[F:48])[CH2:23][C:24](=[O:38])[N:25]1[CH2:30][CH2:29][N:28]2[C:31]([C:34]([F:37])([F:36])[F:35])=[N:32][N:33]=[C:27]2[CH2:26]1)[CH3:19])[CH2:9][C:10]1[CH:15]=[CH:14][CH:13]=[CH:12][CH:11]=1)(C)(C)C.CCOC(C)=O. Product: [NH2:7][CH:8]([CH2:9][C:10]1[CH:11]=[CH:12][CH:13]=[CH:14][CH:15]=1)[C:16]([NH:17][CH:18]([C:20](=[O:49])[NH:21][CH:22]([CH2:39][C:40]1[CH:45]=[C:44]([F:46])[C:43]([F:47])=[CH:42][C:41]=1[F:48])[CH2:23][C:24](=[O:38])[N:25]1[CH2:30][CH2:29][N:28]2[C:31]([C:34]([F:35])([F:37])[F:36])=[N:32][N:33]=[C:27]2[CH2:26]1)[CH3:19])=[O:50]. The catalyst class is: 28. (2) Reactant: [C:1](O)(C(F)(F)F)=O.[C:8]([C:10]1[CH:15]=[CH:14][C:13]([C:16]2[CH:21]=[CH:20][C:19]([C@H:22]3[C@H:27]([NH:28][S:29]([CH:32]([CH3:34])[CH3:33])(=[O:31])=[O:30])[CH2:26][CH2:25][NH:24][CH2:23]3)=[CH:18][CH:17]=2)=[CH:12][CH:11]=1)#[N:9].C=O.CCN(C(C)C)C(C)C.[BH-](OC(C)=O)(OC(C)=O)OC(C)=O.[Na+]. Product: [C:8]([C:10]1[CH:15]=[CH:14][C:13]([C:16]2[CH:17]=[CH:18][C:19]([C@H:22]3[C@H:27]([NH:28][S:29]([CH:32]([CH3:34])[CH3:33])(=[O:31])=[O:30])[CH2:26][CH2:25][N:24]([CH3:1])[CH2:23]3)=[CH:20][CH:21]=2)=[CH:12][CH:11]=1)#[N:9]. The catalyst class is: 2. (3) Product: [CH3:28][NH:29][C:20]([C@@H:18]1[O:17][C:16](=[O:27])[N:15]([C:4]2[CH:3]=[C:2]([F:1])[C:7]([N:8]3[CH2:13][CH2:12][O:11][CH2:10][CH2:9]3)=[C:6]([F:14])[CH:5]=2)[CH2:19]1)=[O:21]. Reactant: [F:1][C:2]1[CH:3]=[C:4]([N:15]2[CH2:19][C@H:18]([C:20](OCCCC)=[O:21])[O:17][C:16]2=[O:27])[CH:5]=[C:6]([F:14])[C:7]=1[N:8]1[CH2:13][CH2:12][O:11][CH2:10][CH2:9]1.[CH3:28][NH2:29]. The catalyst class is: 5. (4) Reactant: [CH2:1]([C:5]1[CH:10]=[CH:9][C:8]([C:11]#[C:12][C:13]2[CH:38]=[CH:37][C:16]([CH2:17][N:18]([CH2:31][CH2:32][CH2:33][CH2:34][CH2:35][CH3:36])[C:19]([C:21]3[CH:22]=[CH:23][C:24]([OH:30])=[C:25]([CH:29]=3)[C:26]([OH:28])=[O:27])=[O:20])=[CH:15][CH:14]=2)=[CH:7][CH:6]=1)[CH2:2][CH2:3][CH3:4].[CH3:39][NH:40][CH2:41][C@@H:42]([C@H:44]([C@@H:46]([C@@H:48]([CH2:50][OH:51])[OH:49])[OH:47])[OH:45])[OH:43]. Product: [CH3:39][NH:40][CH2:41][C@@H:42]([C@H:44]([C@@H:46]([C@@H:48]([CH2:50][OH:51])[OH:49])[OH:47])[OH:45])[OH:43].[CH2:1]([C:5]1[CH:10]=[CH:9][C:8]([C:11]#[C:12][C:13]2[CH:38]=[CH:37][C:16]([CH2:17][N:18]([CH2:31][CH2:32][CH2:33][CH2:34][CH2:35][CH3:36])[C:19]([C:21]3[CH:22]=[CH:23][C:24]([OH:30])=[C:25]([CH:29]=3)[C:26]([OH:28])=[O:27])=[O:20])=[CH:15][CH:14]=2)=[CH:7][CH:6]=1)[CH2:2][CH2:3][CH3:4]. The catalyst class is: 24. (5) Product: [Cl:1][C:2]1[CH:7]=[CH:6][C:5]([S:8][CH2:16][CH:17]([O:20][CH3:21])[O:18][CH3:19])=[CH:4][CH:3]=1. Reactant: [Cl:1][C:2]1[CH:7]=[CH:6][C:5]([SH:8])=[CH:4][CH:3]=1.C([O-])([O-])=O.[K+].[K+].Br[CH2:16][CH:17]([O:20][CH3:21])[O:18][CH3:19]. The catalyst class is: 3. (6) Reactant: [NH2:1][C@H:2]1[C:16](=[O:17])[N:15]([CH2:18][C:19]([F:22])([F:21])[F:20])[CH2:14][C:5]2[C:6]3[CH:7]=[N:8][NH:9][C:10]=3[C:11]([Cl:13])=[CH:12][C:4]=2[CH2:3]1.C(N(CC)C(C)C)(C)C.C1C=CC(O[C:39](OC2C=CC=CC=2)=[N:40][C:41]#[N:42])=CC=1.Cl.[F:51][C:52]1[CH:53]=[CH:54][CH:55]=[C:56]2[C:61]=1[NH:60][C:59](=[O:62])[C:58]([CH:63]1[CH2:68][CH2:67][NH:66][CH2:65][CH2:64]1)=[CH:57]2. Product: [Cl:13][C:11]1[C:10]2[NH:9][N:8]=[CH:7][C:6]=2[C:5]2[CH2:14][N:15]([CH2:18][C:19]([F:21])([F:20])[F:22])[C:16](=[O:17])[C@H:2]([NH:1][C:39]([N:66]3[CH2:67][CH2:68][CH:63]([C:58]4[C:59](=[O:62])[NH:60][C:61]5[C:56]([CH:57]=4)=[CH:55][CH:54]=[CH:53][C:52]=5[F:51])[CH2:64][CH2:65]3)=[N:40][C:41]#[N:42])[CH2:3][C:4]=2[CH:12]=1. The catalyst class is: 405. (7) Reactant: C([N:8]1[C:12]2[N:13]=[C:14]([NH:27][C:28]3[CH:35]=[CH:34][C:31]([C:32]#[N:33])=[CH:30][CH:29]=3)[N:15]=[C:16]([S:17][C:18]3[C:23]([CH3:24])=[CH:22][C:21]([CH3:25])=[CH:20][C:19]=3[CH3:26])[C:11]=2[CH:10]=[CH:9]1)C1C=CC=CC=1.[Cl-].[Al+3].[Cl-].[Cl-]. Product: [CH3:26][C:19]1[CH:20]=[C:21]([CH3:25])[CH:22]=[C:23]([CH3:24])[C:18]=1[S:17][C:16]1[C:11]2[CH:10]=[CH:9][NH:8][C:12]=2[N:13]=[C:14]([NH:27][C:28]2[CH:29]=[CH:30][C:31]([C:32]#[N:33])=[CH:34][CH:35]=2)[N:15]=1. The catalyst class is: 262. (8) Reactant: [C:1]([C:3]1[C:12](=O)[C:11]2[C:6](=[C:7]([C:17]([N:19]([CH3:21])[CH3:20])=[O:18])[CH:8]=[C:9]([N+:14]([O-:16])=[O:15])[CH:10]=2)[NH:5][CH:4]=1)#[N:2].CN(C=O)C.C(Cl)(=O)C([Cl:30])=O. Product: [Cl:30][C:12]1[C:11]2[C:6](=[C:7]([C:17]([N:19]([CH3:21])[CH3:20])=[O:18])[CH:8]=[C:9]([N+:14]([O-:16])=[O:15])[CH:10]=2)[N:5]=[CH:4][C:3]=1[C:1]#[N:2]. The catalyst class is: 26. (9) Reactant: [OH:1][C:2]1[C:3]2[CH:10]=[C:9]([CH2:11][CH2:12][NH:13][C:14](=[O:16])[CH3:15])[S:8][C:4]=2[N:5]=[CH:6][N:7]=1.C=O.[C:19](O)(C(F)(F)F)=O. Product: [OH:1][C:2]1[N:7]=[CH:6][N:5]=[C:4]2[C:3]=1[C:10]1[CH2:19][N:13]([C:14](=[O:16])[CH3:15])[CH2:12][CH2:11][C:9]=1[S:8]2. The catalyst class is: 26.